Dataset: Catalyst prediction with 721,799 reactions and 888 catalyst types from USPTO. Task: Predict which catalyst facilitates the given reaction. (1) The catalyst class is: 103. Reactant: [CH:1]1[C:9]2[C:8]3[CH:10]=[CH:11][CH:12]=[CH:13][C:7]=3[O:6][C:5]=2[CH:4]=[CH:3][C:2]=1B(O)O.[Br:17][C:18]1[CH:27]=[CH:26][C:25]2[C:20](=[CH:21][CH:22]=[C:23](Br)[CH:24]=2)[CH:19]=1.C(COC)OC.C(=O)([O-])[O-].[Na+].[Na+]. Product: [Br:17][C:18]1[CH:19]=[C:20]2[C:25](=[CH:26][CH:27]=1)[CH:24]=[C:23]([C:2]1[CH:3]=[CH:4][C:5]3[O:6][C:7]4[CH:13]=[CH:12][CH:11]=[CH:10][C:8]=4[C:9]=3[CH:1]=1)[CH:22]=[CH:21]2. (2) Reactant: Cl[CH2:2][C:3]1[NH:7][N:6]=[C:5]([C:8]2[CH:13]=[CH:12][C:11]([C:14]3[N:19]=[C:18]4[N:20]([CH2:24][CH2:25][CH:26]5[CH2:31][CH2:30][O:29][CH2:28][CH2:27]5)[C:21](=[O:23])[NH:22][C:17]4=[N:16][CH:15]=3)=[CH:10][CH:9]=2)[N:4]=1.OCC1NN=C(C2C=CC(C3N=C4N(CCC5CCOCC5)C(=O)NC4=NC=3)=CC=2)[N:35]=1. Product: [NH2:35][CH2:2][C:3]1[NH:7][N:6]=[C:5]([C:8]2[CH:13]=[CH:12][C:11]([C:14]3[N:19]=[C:18]4[N:20]([CH2:24][CH2:25][CH:26]5[CH2:31][CH2:30][O:29][CH2:28][CH2:27]5)[C:21](=[O:23])[NH:22][C:17]4=[N:16][CH:15]=3)=[CH:10][CH:9]=2)[N:4]=1. The catalyst class is: 309. (3) Reactant: Br[CH2:2][C:3]1[CH:8]=[CH:7][C:6]([C:9]2[O:10][C:11]3[CH:17]=[CH:16][CH:15]=[CH:14][C:12]=3[N:13]=2)=[CH:5][C:4]=1[O:18][CH2:19][O:20][CH3:21].[C-:22]#[N:23].[Na+].CCOC(C)=O. Product: [O:10]1[C:11]2[CH:17]=[CH:16][CH:15]=[CH:14][C:12]=2[N:13]=[C:9]1[C:6]1[CH:7]=[CH:8][C:3]([CH2:2][C:22]#[N:23])=[C:4]([O:18][CH2:19][O:20][CH3:21])[CH:5]=1. The catalyst class is: 18. (4) The catalyst class is: 7. Reactant: [CH3:1][C:2]1[O:6][C:5]([C:7]2[CH:12]=[CH:11][CH:10]=[CH:9][CH:8]=2)=[N:4][C:3]=1[CH2:13][O:14][C:15]1[CH:20]=[C:19]([C:21](OC)=[O:22])[CH:18]=[CH:17][N:16]=1.[H-].[Li+].[Al+3].[H-].[H-].[H-].O.O.O.O.O.O.O.O.O.O.[O-]S([O-])(=O)=O.[Na+].[Na+]. Product: [CH3:1][C:2]1[O:6][C:5]([C:7]2[CH:12]=[CH:11][CH:10]=[CH:9][CH:8]=2)=[N:4][C:3]=1[CH2:13][O:14][C:15]1[CH:20]=[C:19]([CH2:21][OH:22])[CH:18]=[CH:17][N:16]=1. (5) Reactant: [CH2:1]([N:4]([CH2:14][CH2:15][CH3:16])[C:5]1[N:10]2[CH:11]=[CH:12][N:13]=[C:9]2[CH:8]=[CH:7][CH:6]=1)[CH2:2][CH3:3].[Br:17]NC(=O)CCC(N)=O. Product: [Br:17][C:12]1[N:13]=[C:9]2[CH:8]=[CH:7][CH:6]=[C:5]([N:4]([CH2:1][CH2:2][CH3:3])[CH2:14][CH2:15][CH3:16])[N:10]2[CH:11]=1. The catalyst class is: 3. (6) Reactant: [Cl:1][C:2]1[C:7](O)=[C:6]([CH2:9][CH2:10][CH2:11][OH:12])[C:5]([CH3:13])=[CH:4][CH:3]=1.C1(P(C2C=CC=CC=2)C2C=CC=CC=2)C=CC=CC=1.N(C(OC(C)C)=O)=NC(OC(C)C)=O. Product: [Cl:1][C:2]1[C:7]2[O:12][CH2:11][CH2:10][CH2:9][C:6]=2[C:5]([CH3:13])=[CH:4][CH:3]=1. The catalyst class is: 7.